This data is from Full USPTO retrosynthesis dataset with 1.9M reactions from patents (1976-2016). The task is: Predict the reactants needed to synthesize the given product. (1) Given the product [F:1][C:2]1[CH:21]=[C:20]([F:22])[CH:19]=[CH:18][C:3]=1[CH2:4][N:5]1[C:13]2[C:8](=[CH:9][C:10]([C:14]([OH:16])=[O:15])=[CH:11][CH:12]=2)[CH:7]=[CH:6]1, predict the reactants needed to synthesize it. The reactants are: [F:1][C:2]1[CH:21]=[C:20]([F:22])[CH:19]=[CH:18][C:3]=1[CH2:4][N:5]1[C:13]2[C:8](=[CH:9][C:10]([C:14]([O:16]C)=[O:15])=[CH:11][CH:12]=2)[CH:7]=[CH:6]1.[OH-].[Na+]. (2) Given the product [OH:47][NH:46][C:21](=[O:23])[CH2:20][CH2:19][CH2:18][CH2:17][CH2:16][CH2:15][N:14]1[C:13]2[C:8]([C:9](=[O:25])[NH:10][C:11](=[O:24])[N:12]=2)=[N:7][C:6]2[CH:26]=[C:27]([CH3:28])[C:3]([N:2]([CH3:1])[CH3:29])=[CH:4][C:5]1=2, predict the reactants needed to synthesize it. The reactants are: [CH3:1][N:2]([CH3:29])[C:3]1[C:27]([CH3:28])=[CH:26][C:6]2[N:7]=[C:8]3[C:13]([N:14]([CH2:15][CH2:16][CH2:17][CH2:18][CH2:19][CH2:20][C:21]([OH:23])=O)[C:5]=2[CH:4]=1)=[N:12][C:11](=[O:24])[NH:10][C:9]3=[O:25].CN1CCOCC1.C(OC(Cl)=O)C(C)C.Cl.[NH2:46][OH:47]. (3) Given the product [F:1][C:2]1[CH:7]=[C:6]([F:8])[CH:5]=[CH:4][C:3]=1[CH2:9][C:10]([NH2:16])=[O:12], predict the reactants needed to synthesize it. The reactants are: [F:1][C:2]1[CH:7]=[C:6]([F:8])[CH:5]=[CH:4][C:3]=1[CH2:9][C:10]([OH:12])=O.FC(C1C=CC(F)=CC=1)C[NH2:16].